Regression/Classification. Given a drug SMILES string, predict its absorption, distribution, metabolism, or excretion properties. Task type varies by dataset: regression for continuous measurements (e.g., permeability, clearance, half-life) or binary classification for categorical outcomes (e.g., BBB penetration, CYP inhibition). For this dataset (lipophilicity_astrazeneca), we predict Y. From a dataset of Experimental lipophilicity measurements (octanol/water distribution) for 4,200 compounds from AstraZeneca. (1) The molecule is COc1cc(Nc2nccc(N(C)c3cc(CO)ccc3C)n2)cc(N2CCOCC2)c1. The Y is 3.90 logD. (2) The compound is O=c1ccoc2ccccc12. The Y is 1.40 logD. (3) The molecule is CC[S+]([O-])c1ncccc1C1(O)CCN(CC23CC(c4ccccc42)c2ccccc23)CC1. The Y is 2.00 logD. (4) The drug is CCOc1ccccc1N1CCN(Cc2c[nH]nc2-c2ccc(F)cc2)CC1. The Y is 3.38 logD. (5) The compound is CCCN1CCN(c2ccc(C(=O)NC3(C(=O)NCC#N)CCCCC3)cc2)CC1. The Y is 1.33 logD. (6) The compound is N=C(N)SCc1ccc(Cl)c(Cl)c1. The Y is 1.28 logD.